Dataset: NCI-60 drug combinations with 297,098 pairs across 59 cell lines. Task: Regression. Given two drug SMILES strings and cell line genomic features, predict the synergy score measuring deviation from expected non-interaction effect. (1) Drug 1: C1=NC(=NC(=O)N1C2C(C(C(O2)CO)O)O)N. Drug 2: C1=CN(C=N1)CC(O)(P(=O)(O)O)P(=O)(O)O. Cell line: SF-539. Synergy scores: CSS=6.96, Synergy_ZIP=-3.37, Synergy_Bliss=1.13, Synergy_Loewe=-10.3, Synergy_HSA=-2.98. (2) Drug 1: C1=CN(C=N1)CC(O)(P(=O)(O)O)P(=O)(O)O. Drug 2: C1=NNC2=C1C(=O)NC=N2. Cell line: OVCAR-5. Synergy scores: CSS=-0.969, Synergy_ZIP=0.0140, Synergy_Bliss=2.32, Synergy_Loewe=0.594, Synergy_HSA=0.281. (3) Drug 1: C1C(C(OC1N2C=NC3=C(N=C(N=C32)Cl)N)CO)O. Drug 2: CCC(=C(C1=CC=CC=C1)C2=CC=C(C=C2)OCCN(C)C)C3=CC=CC=C3.C(C(=O)O)C(CC(=O)O)(C(=O)O)O. Cell line: TK-10. Synergy scores: CSS=22.8, Synergy_ZIP=-4.86, Synergy_Bliss=4.09, Synergy_Loewe=-7.25, Synergy_HSA=2.93. (4) Drug 1: C1CC(=O)NC(=O)C1N2CC3=C(C2=O)C=CC=C3N. Drug 2: CC1C(C(=O)NC(C(=O)N2CCCC2C(=O)N(CC(=O)N(C(C(=O)O1)C(C)C)C)C)C(C)C)NC(=O)C3=C4C(=C(C=C3)C)OC5=C(C(=O)C(=C(C5=N4)C(=O)NC6C(OC(=O)C(N(C(=O)CN(C(=O)C7CCCN7C(=O)C(NC6=O)C(C)C)C)C)C(C)C)C)N)C. Cell line: NCI-H322M. Synergy scores: CSS=10.7, Synergy_ZIP=8.34, Synergy_Bliss=10.7, Synergy_Loewe=10.3, Synergy_HSA=9.58. (5) Drug 1: CC1C(C(=O)NC(C(=O)N2CCCC2C(=O)N(CC(=O)N(C(C(=O)O1)C(C)C)C)C)C(C)C)NC(=O)C3=C4C(=C(C=C3)C)OC5=C(C(=O)C(=C(C5=N4)C(=O)NC6C(OC(=O)C(N(C(=O)CN(C(=O)C7CCCN7C(=O)C(NC6=O)C(C)C)C)C)C(C)C)C)N)C. Drug 2: C(CC(=O)O)C(=O)CN.Cl. Cell line: IGROV1. Synergy scores: CSS=6.56, Synergy_ZIP=-7.32, Synergy_Bliss=-4.16, Synergy_Loewe=-13.9, Synergy_HSA=-3.15. (6) Drug 1: C1=NC2=C(N=C(N=C2N1C3C(C(C(O3)CO)O)F)Cl)N. Drug 2: CC(C)CN1C=NC2=C1C3=CC=CC=C3N=C2N. Cell line: OVCAR-4. Synergy scores: CSS=3.20, Synergy_ZIP=1.18, Synergy_Bliss=4.32, Synergy_Loewe=-0.442, Synergy_HSA=0.125. (7) Drug 1: CC1=C(C=C(C=C1)NC2=NC=CC(=N2)N(C)C3=CC4=NN(C(=C4C=C3)C)C)S(=O)(=O)N.Cl. Drug 2: C(=O)(N)NO. Cell line: OVCAR-5. Synergy scores: CSS=7.97, Synergy_ZIP=1.16, Synergy_Bliss=0.466, Synergy_Loewe=-1.59, Synergy_HSA=-1.68.